Dataset: NCI-60 drug combinations with 297,098 pairs across 59 cell lines. Task: Regression. Given two drug SMILES strings and cell line genomic features, predict the synergy score measuring deviation from expected non-interaction effect. (1) Drug 2: CC1C(C(CC(O1)OC2CC(CC3=C2C(=C4C(=C3O)C(=O)C5=C(C4=O)C(=CC=C5)OC)O)(C(=O)CO)O)N)O.Cl. Synergy scores: CSS=58.7, Synergy_ZIP=-4.19, Synergy_Bliss=-7.19, Synergy_Loewe=-3.65, Synergy_HSA=-2.04. Drug 1: CC1C(C(CC(O1)OC2CC(CC3=C2C(=C4C(=C3O)C(=O)C5=CC=CC=C5C4=O)O)(C(=O)C)O)N)O. Cell line: HL-60(TB). (2) Drug 1: CC1=CC2C(CCC3(C2CCC3(C(=O)C)OC(=O)C)C)C4(C1=CC(=O)CC4)C. Drug 2: CC1CCC2CC(C(=CC=CC=CC(CC(C(=O)C(C(C(=CC(C(=O)CC(OC(=O)C3CCCCN3C(=O)C(=O)C1(O2)O)C(C)CC4CCC(C(C4)OC)O)C)C)O)OC)C)C)C)OC. Cell line: TK-10. Synergy scores: CSS=18.5, Synergy_ZIP=-0.636, Synergy_Bliss=0.220, Synergy_Loewe=-24.0, Synergy_HSA=-3.41. (3) Drug 1: CC(C1=C(C=CC(=C1Cl)F)Cl)OC2=C(N=CC(=C2)C3=CN(N=C3)C4CCNCC4)N. Drug 2: COC1=C(C=C2C(=C1)N=CN=C2NC3=CC(=C(C=C3)F)Cl)OCCCN4CCOCC4. Cell line: MALME-3M. Synergy scores: CSS=38.1, Synergy_ZIP=4.06, Synergy_Bliss=8.51, Synergy_Loewe=8.24, Synergy_HSA=8.29. (4) Drug 1: CC1CCC2CC(C(=CC=CC=CC(CC(C(=O)C(C(C(=CC(C(=O)CC(OC(=O)C3CCCCN3C(=O)C(=O)C1(O2)O)C(C)CC4CCC(C(C4)OC)OCCO)C)C)O)OC)C)C)C)OC. Drug 2: COC1=C2C(=CC3=C1OC=C3)C=CC(=O)O2. Cell line: CCRF-CEM. Synergy scores: CSS=11.1, Synergy_ZIP=-3.35, Synergy_Bliss=0.573, Synergy_Loewe=-10.7, Synergy_HSA=-4.82. (5) Drug 1: CS(=O)(=O)CCNCC1=CC=C(O1)C2=CC3=C(C=C2)N=CN=C3NC4=CC(=C(C=C4)OCC5=CC(=CC=C5)F)Cl. Drug 2: COCCOC1=C(C=C2C(=C1)C(=NC=N2)NC3=CC=CC(=C3)C#C)OCCOC.Cl. Cell line: OVCAR-5. Synergy scores: CSS=-0.655, Synergy_ZIP=-2.85, Synergy_Bliss=-1.33, Synergy_Loewe=-5.32, Synergy_HSA=-4.40.